From a dataset of Peptide-MHC class II binding affinity with 134,281 pairs from IEDB. Regression. Given a peptide amino acid sequence and an MHC pseudo amino acid sequence, predict their binding affinity value. This is MHC class II binding data. (1) The peptide sequence is DGVWEIKSDKPLKGP. The MHC is HLA-DQA10104-DQB10503 with pseudo-sequence HLA-DQA10104-DQB10503. The binding affinity (normalized) is 0. (2) The peptide sequence is TATSASAGWDTVLQS. The MHC is DRB1_1101 with pseudo-sequence DRB1_1101. The binding affinity (normalized) is 0. (3) The peptide sequence is QPCNGVTMNDVKIEY. The MHC is DRB1_0701 with pseudo-sequence DRB1_0701. The binding affinity (normalized) is 0.252. (4) The peptide sequence is DLGYAPATPAAPGAG. The MHC is HLA-DQA10102-DQB10602 with pseudo-sequence HLA-DQA10102-DQB10602. The binding affinity (normalized) is 0.538. (5) The peptide sequence is ITFMQALQLLLEVEQ. The MHC is DRB1_0404 with pseudo-sequence DRB1_0404. The binding affinity (normalized) is 0.554. (6) The binding affinity (normalized) is 0.0827. The MHC is DRB1_0701 with pseudo-sequence DRB1_0701. The peptide sequence is PSMGRDIKVQFQSGG. (7) The peptide sequence is KTKEGVLYVGSKTKE. The MHC is DRB1_0405 with pseudo-sequence DRB1_0405. The binding affinity (normalized) is 0.279.